Task: Predict which catalyst facilitates the given reaction.. Dataset: Catalyst prediction with 721,799 reactions and 888 catalyst types from USPTO Reactant: [CH:1]1([O:6][C:7](=[O:33])[C@@H:8]([N:15]([C:26]([O:28][C:29]([CH3:32])([CH3:31])[CH3:30])=[O:27])[CH2:16][C:17]2[CH:22]=[CH:21][C:20]([N+:23]([O-])=O)=[CH:19][CH:18]=2)[C:9]2[CH:14]=[CH:13][CH:12]=[CH:11][CH:10]=2)[CH2:5][CH2:4][CH2:3][CH2:2]1. Product: [CH:1]1([O:6][C:7](=[O:33])[C@@H:8]([N:15]([CH2:16][C:17]2[CH:22]=[CH:21][C:20]([NH2:23])=[CH:19][CH:18]=2)[C:26]([O:28][C:29]([CH3:32])([CH3:31])[CH3:30])=[O:27])[C:9]2[CH:14]=[CH:13][CH:12]=[CH:11][CH:10]=2)[CH2:2][CH2:3][CH2:4][CH2:5]1. The catalyst class is: 99.